This data is from Forward reaction prediction with 1.9M reactions from USPTO patents (1976-2016). The task is: Predict the product of the given reaction. (1) The product is: [C:21]1([C:19]([N:16]2[CH2:17][CH2:18][N:13]([CH2:12][CH2:11][C:8]3[CH:9]=[CH:10][C:5]([O:4][CH2:3][CH2:2][N:39]4[CH2:44][CH2:43][CH2:42][CH2:41][CH2:40]4)=[CH:6][CH:7]=3)[CH2:14][CH2:15]2)=[O:20])[C:30]2[C:25](=[CH:26][CH:27]=[CH:28][CH:29]=2)[CH:24]=[CH:23][CH:22]=1. Given the reactants Cl[CH2:2][CH2:3][O:4][C:5]1[CH:10]=[CH:9][C:8]([CH2:11][CH2:12][N:13]2[CH2:18][CH2:17][N:16]([C:19]([C:21]3[C:30]4[C:25](=[CH:26][CH:27]=[CH:28][CH:29]=4)[CH:24]=[CH:23][CH:22]=3)=[O:20])[CH2:15][CH2:14]2)=[CH:7][CH:6]=1.C(=O)([O-])[O-].[K+].[K+].[I-].[K+].[NH:39]1[CH2:44][CH2:43][CH2:42][CH2:41][CH2:40]1, predict the reaction product. (2) The product is: [Cl:20][C:16]1[CH:17]=[C:18]([F:19])[C:2]2[NH:1][C:28](=[O:29])[O:14][C:4]([C:9]#[C:10][CH:11]3[CH2:13][CH2:12]3)([C:5]([F:6])([F:7])[F:8])[C:3]=2[CH:15]=1. Given the reactants [NH2:1][C:2]1[C:18]([F:19])=[CH:17][C:16]([Cl:20])=[CH:15][C:3]=1[C:4]([OH:14])([C:9]#[C:10][CH:11]1[CH2:13][CH2:12]1)[C:5]([F:8])([F:7])[F:6].C(N(CC)CC)C.[C:28](Cl)(Cl)=[O:29], predict the reaction product. (3) Given the reactants C(OC(=O)[NH:7][C:8]1[CH:13]=[C:12]([CH3:14])[C:11]([C:15]([F:18])([F:17])[F:16])=[CH:10][C:9]=1[NH:19][C:20](=[O:31])[CH2:21][C:22]([C:24]1[CH:29]=[CH:28][CH:27]=[C:26]([Br:30])[CH:25]=1)=O)(C)(C)C.C(O)(C(F)(F)F)=O, predict the reaction product. The product is: [Br:30][C:26]1[CH:25]=[C:24]([C:22]2[CH2:21][C:20](=[O:31])[NH:19][C:9]3[CH:10]=[C:11]([C:15]([F:18])([F:17])[F:16])[C:12]([CH3:14])=[CH:13][C:8]=3[N:7]=2)[CH:29]=[CH:28][CH:27]=1. (4) Given the reactants [C:1]([C:3]1[CH:4]=[CH:5][CH:6]=[C:7]2[C:11]=1[N:10]([CH2:12][CH:13]1[CH2:18][CH2:17][CH2:16][CH2:15][CH2:14]1)[CH:9]=[C:8]2[C:19]1[N:23]=[C:22]([CH2:24]OS(C)(=O)=O)[S:21][N:20]=1)#[N:2].[NH:30]1[CH2:34][CH2:33][CH2:32][CH2:31]1.C(OCC)(=O)C.[Cl:41]CCl, predict the reaction product. The product is: [ClH:41].[CH:13]1([CH2:12][N:10]2[C:11]3[C:7](=[CH:6][CH:5]=[CH:4][C:3]=3[C:1]#[N:2])[C:8]([C:19]3[N:23]=[C:22]([CH2:24][N:30]4[CH2:34][CH2:33][CH2:32][CH2:31]4)[S:21][N:20]=3)=[CH:9]2)[CH2:14][CH2:15][CH2:16][CH2:17][CH2:18]1. (5) The product is: [CH:20]1([C:18]2[CH:19]=[C:15]([NH:14][C:4]3[N:5]=[C:6]([C:8]4[CH:13]=[CH:12][CH:11]=[CH:10][CH:9]=4)[N:7]=[C:2]([NH:39][C:36]4[CH:37]=[C:38]5[C:33]([C:32](=[O:40])[NH:31][NH:30]5)=[CH:34][CH:35]=4)[N:3]=3)[NH:16][N:17]=2)[CH2:22][CH2:21]1. Given the reactants Cl[C:2]1[N:7]=[C:6]([C:8]2[CH:13]=[CH:12][CH:11]=[CH:10][CH:9]=2)[N:5]=[C:4]([NH:14][C:15]2[NH:16][N:17]=[C:18]([CH:20]3[CH2:22][CH2:21]3)[CH:19]=2)[N:3]=1.C(OC([N:30]1[C:38]2[C:33](=[CH:34][CH:35]=[C:36]([NH2:39])[CH:37]=2)[C:32](=[O:40])[NH:31]1)=O)(C)(C)C.FC(F)(F)C(O)=O, predict the reaction product.